Dataset: Full USPTO retrosynthesis dataset with 1.9M reactions from patents (1976-2016). Task: Predict the reactants needed to synthesize the given product. Given the product [N:20]1[CH:21]=[CH:22][CH:23]=[C:18]([C:16]2[CH:15]=[CH:14][N:13]=[C:12]([NH:11][C:6]3[CH:5]=[C:4]([CH:9]=[CH:8][C:7]=3[CH3:10])[C:3]([NH:25][NH2:26])=[O:2])[N:17]=2)[CH:19]=1, predict the reactants needed to synthesize it. The reactants are: C[O:2][C:3](=O)[C:4]1[CH:9]=[CH:8][C:7]([CH3:10])=[C:6]([NH:11][C:12]2[N:17]=[C:16]([C:18]3[CH:19]=[N:20][CH:21]=[CH:22][CH:23]=3)[CH:15]=[CH:14][N:13]=2)[CH:5]=1.[NH2:25][NH2:26].